This data is from Full USPTO retrosynthesis dataset with 1.9M reactions from patents (1976-2016). The task is: Predict the reactants needed to synthesize the given product. (1) Given the product [Br:2][C:3]1[CH:4]=[C:5]([CH2:10][N:11]([CH3:28])[C:12](=[O:27])[CH2:13][C:14]2([C:20]3[CH:25]=[CH:24][CH:23]=[C:22]([F:26])[CH:21]=3)[CH2:19][CH2:18][N:17]([CH3:29])[CH2:16][CH2:15]2)[CH:6]=[C:7]([Br:9])[CH:8]=1, predict the reactants needed to synthesize it. The reactants are: [Na].[Br:2][C:3]1[CH:4]=[C:5]([CH2:10][N:11]([CH3:28])[C:12](=[O:27])[CH2:13][C:14]2([C:20]3[CH:25]=[CH:24][CH:23]=[C:22]([F:26])[CH:21]=3)[CH2:19][CH2:18][NH:17][CH2:16][CH2:15]2)[CH:6]=[C:7]([Br:9])[CH:8]=1.[CH2:29]=O. (2) Given the product [Cl:8][C:7]1[C:2]([Cl:1])=[CH:3][C:4]2[NH:10][C:12](=[O:13])[C:11](=[O:17])[NH:9][C:5]=2[N:6]=1, predict the reactants needed to synthesize it. The reactants are: [Cl:1][C:2]1[CH:3]=[C:4]([NH2:10])[C:5]([NH2:9])=[N:6][C:7]=1[Cl:8].[C:11](OCC)(=[O:17])[C:12](OCC)=[O:13]. (3) The reactants are: [Cl:1][C:2]1[CH:9]=[C:8]([S:10]([N:13]2[CH:17]=[C:16]([CH:18]=O)[CH:15]=[C:14]2[C:20]2[CH:25]=[CH:24][CH:23]=[CH:22][CH:21]=2)(=[O:12])=[O:11])[CH:7]=[CH:6][C:3]=1[C:4]#[N:5].CO.[CH3:28][NH2:29].[BH4-].[Na+]. Given the product [ClH:1].[Cl:1][C:2]1[CH:9]=[C:8]([S:10]([N:13]2[CH:17]=[C:16]([CH2:18][NH:29][CH3:28])[CH:15]=[C:14]2[C:20]2[CH:25]=[CH:24][CH:23]=[CH:22][CH:21]=2)(=[O:12])=[O:11])[CH:7]=[CH:6][C:3]=1[C:4]#[N:5], predict the reactants needed to synthesize it.